The task is: Predict the reactants needed to synthesize the given product.. This data is from Full USPTO retrosynthesis dataset with 1.9M reactions from patents (1976-2016). (1) Given the product [Cl:1][C:2]1[CH:7]=[CH:6][C:5]([S:8][C:9]2[C:17]3[C:16]([CH2:18][CH3:19])=[CH:15][C:14]([F:21])=[CH:13][C:12]=3[N:11]3[CH2:22][CH2:23][CH:24]([CH2:25][C:26]([OH:28])=[O:27])[C:10]=23)=[CH:4][CH:3]=1, predict the reactants needed to synthesize it. The reactants are: [Cl:1][C:2]1[CH:7]=[CH:6][C:5]([S:8][C:9]2[C:17]3[C:16]([CH:18](O)[CH3:19])=[CH:15][C:14]([F:21])=[CH:13][C:12]=3[N:11]3[CH2:22][CH2:23][CH:24]([CH2:25][C:26]([OH:28])=[O:27])[C:10]=23)=[CH:4][CH:3]=1.FC(F)(F)C(O)=O.C([SiH](CC)CC)C. (2) Given the product [CH3:1][C:2]1[S:3][C:4]([C:8]2[CH:13]=[CH:12][N:11]=[C:10]([NH:14][C:15]3[CH:20]=[CH:19][CH:18]=[C:17]([CH2:21][O:22][CH2:24][CH2:25][N:26]4[CH2:31][CH2:30][O:29][CH2:28][CH2:27]4)[CH:16]=3)[N:9]=2)=[C:5]([CH3:7])[N:6]=1, predict the reactants needed to synthesize it. The reactants are: [CH3:1][C:2]1[S:3][C:4]([C:8]2[CH:13]=[CH:12][N:11]=[C:10]([NH:14][C:15]3[CH:16]=[C:17]([CH2:21][OH:22])[CH:18]=[CH:19][CH:20]=3)[N:9]=2)=[C:5]([CH3:7])[N:6]=1.Cl[CH2:24][CH2:25][N:26]1[CH2:31][CH2:30][O:29][CH2:28][CH2:27]1. (3) Given the product [C:9]([O:13][C:14]([N:16]1[CH2:19][CH:18]([N:5]2[CH2:6][CH2:7][C:3]([F:8])([F:2])[CH2:4]2)[CH2:17]1)=[O:15])([CH3:12])([CH3:10])[CH3:11], predict the reactants needed to synthesize it. The reactants are: Cl.[F:2][C:3]1([F:8])[CH2:7][CH2:6][NH:5][CH2:4]1.[C:9]([O:13][C:14]([N:16]1[CH2:19][C:18](=O)[CH2:17]1)=[O:15])([CH3:12])([CH3:11])[CH3:10].C(N(CC)CC)C.C(O[BH-](OC(=O)C)OC(=O)C)(=O)C.[Na+]. (4) The reactants are: [CH3:1][C:2]1[NH:6][N:5]=[C:4]([NH2:7])[CH:3]=1.CCN(C(C)C)C(C)C.Br[C:18]1[N:23]=[C:22]([C:24]([F:33])([F:32])[C:25]2[CH:30]=[CH:29][C:28]([F:31])=[CH:27][N:26]=2)[N:21]=[C:20]2[N:34]([CH3:37])[N:35]=[CH:36][C:19]=12. Given the product [F:33][C:24]([F:32])([C:25]1[CH:30]=[CH:29][C:28]([F:31])=[CH:27][N:26]=1)[C:22]1[N:21]=[C:20]2[N:34]([CH3:37])[N:35]=[CH:36][C:19]2=[C:18]([NH:7][C:4]2[CH:3]=[C:2]([CH3:1])[NH:6][N:5]=2)[N:23]=1, predict the reactants needed to synthesize it. (5) Given the product [OH:1][CH:2]([CH3:18])[CH2:3][CH2:4][CH:5]1[CH2:10][CH2:9][N:8]([C:11]([O:13][C:14]([CH3:17])([CH3:16])[CH3:15])=[O:12])[CH2:7][CH2:6]1, predict the reactants needed to synthesize it. The reactants are: [O:1]=[C:2]([CH3:18])[CH2:3][CH2:4][CH:5]1[CH2:10][CH2:9][N:8]([C:11]([O:13][C:14]([CH3:17])([CH3:16])[CH3:15])=[O:12])[CH2:7][CH2:6]1.[BH4-].[Na+]. (6) The reactants are: C([O:3][C:4](=[O:19])[CH2:5][CH:6]1[C:10]2[NH:11][C:12]3[CH:13]=[CH:14][C:15]([F:18])=[CH:16][C:17]=3[C:9]=2[CH2:8][CH2:7]1)C.CO.[OH-].[Na+].C(OCC)(=O)C. Given the product [F:18][C:15]1[CH:14]=[CH:13][C:12]2[NH:11][C:10]3[CH:6]([CH2:5][C:4]([OH:19])=[O:3])[CH2:7][CH2:8][C:9]=3[C:17]=2[CH:16]=1, predict the reactants needed to synthesize it. (7) Given the product [C:30]([C:33]1[O:24][C:23]([C:22]2[CH:21]=[CH:20][C:19]([O:18][C@H:15]3[CH2:16][CH2:17][C@H:12]([C:10]([N:7]4[CH2:8][CH2:9][N:4]([CH:1]([CH3:3])[CH3:2])[CH2:5][CH2:6]4)=[O:11])[CH2:13][CH2:14]3)=[CH:28][CH:27]=2)=[N:25][N:26]=1)([CH3:32])([CH3:31])[CH3:29], predict the reactants needed to synthesize it. The reactants are: [CH:1]([N:4]1[CH2:9][CH2:8][N:7]([C:10]([C@H:12]2[CH2:17][CH2:16][C@H:15]([O:18][C:19]3[CH:28]=[CH:27][C:22]([C:23]([NH:25][NH2:26])=[O:24])=[CH:21][CH:20]=3)[CH2:14][CH2:13]2)=[O:11])[CH2:6][CH2:5]1)([CH3:3])[CH3:2].[C:29](O)(=O)[C:30]([CH3:33])([CH3:32])[CH3:31].P(Cl)(Cl)(Cl)=O.[OH-].[Na+].